Dataset: Full USPTO retrosynthesis dataset with 1.9M reactions from patents (1976-2016). Task: Predict the reactants needed to synthesize the given product. Given the product [C:1]12([NH:6][C:7]([C:9]3[CH:10]=[C:11]([C:16]4[C:17]([CH2:36][C:37]([N:42]([CH3:43])[CH3:41])=[O:38])=[CH:18][C:19]5[O:23][C:22]([C:24]6[CH:29]=[CH:28][C:27]([F:30])=[CH:26][CH:25]=6)=[C:21]([C:31]([NH:32][CH3:33])=[O:34])[C:20]=5[CH:35]=4)[CH:12]=[CH:13][C:14]=3[F:15])=[O:8])[CH2:2][CH:3]([CH2:4]1)[CH2:5]2, predict the reactants needed to synthesize it. The reactants are: [C:1]12([NH:6][C:7]([C:9]3[CH:10]=[C:11]([C:16]4[C:17]([CH2:36][C:37](O)=[O:38])=[CH:18][C:19]5[O:23][C:22]([C:24]6[CH:29]=[CH:28][C:27]([F:30])=[CH:26][CH:25]=6)=[C:21]([C:31](=[O:34])[NH:32][CH3:33])[C:20]=5[CH:35]=4)[CH:12]=[CH:13][C:14]=3[F:15])=[O:8])[CH2:5][CH:3]([CH2:4]1)[CH2:2]2.Cl.[CH3:41][NH:42][CH3:43].CCN(C(C)C)C(C)C.CN(C(ON1N=NC2C=CC=NC1=2)=[N+](C)C)C.F[P-](F)(F)(F)(F)F.